This data is from Forward reaction prediction with 1.9M reactions from USPTO patents (1976-2016). The task is: Predict the product of the given reaction. (1) Given the reactants C([O-])([O-])=O.[Cs+].[Cs+].[OH:7][C:8]1[C:16]2[CH:15]=[C:14]([CH3:17])[S:13][C:12]=2[CH:11]=[C:10]([C:18]([O:20]CC)=O)[CH:9]=1.[F:23][C:24]1[CH:34]=[C:33](F)[CH:32]=[CH:31][C:25]=1[C:26]([N:28]([CH3:30])[CH3:29])=[O:27].[NH2:36][C:37]1[CH:42]=[CH:41][C:40]([CH3:43])=[CH:39][N:38]=1.CN(C(ON1N=NC2C=CC=NC1=2)=[N+](C)C)C.F[P-](F)(F)(F)(F)F, predict the reaction product. The product is: [CH3:29][N:28]([CH3:30])[C:26]([C:25]1[CH:31]=[CH:32][C:33]([O:7][C:8]2[C:16]3[CH:15]=[C:14]([CH3:17])[S:13][C:12]=3[CH:11]=[C:10]([C:18]([NH:36][C:37]3[CH:42]=[CH:41][C:40]([CH3:43])=[CH:39][N:38]=3)=[O:20])[CH:9]=2)=[CH:34][C:24]=1[F:23])=[O:27]. (2) Given the reactants CNCCC(OC1C=CC(C(F)(F)F)=CC=1)C1C=CC=CC=1.CC1C=CC=CC=1O[C@@H](C1C=CC=CC=1)CCNC.Cl.CNCCC(OC1C=CC=CC=1OC)C1C=CC=CC=1.[Cl:63][CH2:64][CH2:65][CH:66]([C:68]1[CH:73]=[CH:72][CH:71]=[CH:70][CH:69]=1)[OH:67].[OH:74][CH:75]([C:82]1[CH:87]=[CH:86][CH:85]=[CH:84][CH:83]=1)[CH2:76][C:77]([O:79][CH2:80][CH3:81])=[O:78], predict the reaction product. The product is: [Cl:63][CH2:64][CH2:65][CH:66]([C:68]1[CH:73]=[CH:72][CH:71]=[CH:70][CH:69]=1)[OH:67].[OH:74][CH:75]([C:82]1[CH:87]=[CH:86][CH:85]=[CH:84][CH:83]=1)[CH2:76][C:77]([O:79][CH2:80][CH3:81])=[O:78].[C:75]([CH2:76][C:77]([O:79][CH2:80][CH3:81])=[O:78])(=[O:74])[C:82]1[CH:87]=[CH:86][CH:85]=[CH:84][CH:83]=1. (3) Given the reactants [CH3:1][C:2]([CH2:4][O:5][CH2:6][O:7][CH2:8][CH2:9][O:10][CH3:11])=[CH2:3].[CH3:12][O:13][SiH:14]([O:17][CH3:18])[O:15][CH3:16], predict the reaction product. The product is: [CH3:11][O:10][CH2:9][CH2:8][O:7][CH2:6][O:5][CH2:4][CH:2]([CH3:1])[CH2:3][Si:14]([O:17][CH3:18])([O:15][CH3:16])[O:13][CH3:12]. (4) Given the reactants [CH:1]([O:3][CH2:4][CH:5]1[CH2:10][CH2:9][CH:8]([CH2:11][OH:12])[CH2:7][CH2:6]1)=[CH2:2].[CH3:13][S:14](Cl)(=[O:16])=[O:15].C(N(CC)CC)C, predict the reaction product. The product is: [CH3:13][S:14]([O:12][CH2:11][CH:8]1[CH2:9][CH2:10][CH:5]([CH2:4][O:3][CH:1]=[CH2:2])[CH2:6][CH2:7]1)(=[O:16])=[O:15]. (5) Given the reactants [Cl-].[Al+3].[Cl-].[Cl-].C(N(CCCC)CCCC)CCC.C[O:19][C:20]1[CH:21]=[C:22](/[CH:28]=[CH:29]/[C:30]2[CH:35]=[CH:34][C:33]([O:36]C)=[CH:32][CH:31]=2)[CH:23]=[C:24]([O:26]C)[CH:25]=1, predict the reaction product. The product is: [C:22]1(/[CH:28]=[CH:29]/[C:30]2[CH:35]=[CH:34][C:33]([OH:36])=[CH:32][CH:31]=2)[CH:23]=[C:24]([OH:26])[CH:25]=[C:20]([OH:19])[CH:21]=1.